This data is from Reaction yield outcomes from USPTO patents with 853,638 reactions. The task is: Predict the reaction yield, written as a fraction of the theoretical maximum amount of product (1.0 means a 100% yield; for example, 0.34 means a 34% yield). (1) The yield is 0.410. The product is [OH:16][CH2:15][C:13]1[N:14]=[C:9]([NH:8][C:6](=[O:7])[O:5][C:1]([CH3:3])([CH3:2])[CH3:4])[CH:10]=[CH:11][CH:12]=1. The catalyst is C1COCC1. The reactants are [C:1]([O:5][C:6]([N:8](C(OC(C)(C)C)=O)[C:9]1[N:14]=[C:13]([C:15](OCC)=[O:16])[CH:12]=[CH:11][CH:10]=1)=[O:7])([CH3:4])([CH3:3])[CH3:2].[H-].[H-].[H-].[H-].[Li+].[Al+3]. (2) The reactants are [F:1][C:2]1[CH:3]=[CH:4][C:5]([OH:17])=[C:6]([C:8](=[O:16])[CH2:9][C:10]2[CH:15]=[CH:14][CH:13]=[CH:12][CH:11]=2)[CH:7]=1.[C:18](OC(=O)C)(=O)[CH3:19].C([O-])(=O)C.[Na+]. No catalyst specified. The product is [F:1][C:2]1[CH:7]=[C:6]2[C:5](=[CH:4][CH:3]=1)[O:17][C:18]([CH3:19])=[C:9]([C:10]1[CH:15]=[CH:14][CH:13]=[CH:12][CH:11]=1)[C:8]2=[O:16]. The yield is 0.800. (3) The reactants are F[C:2]1[CH:7]=[CH:6][CH:5]=[CH:4][C:3]=1[C:8]1O[C:10](=[O:18])[C:11]2[CH:17]=[CH:16][CH:15]=[CH:14][C:12]=2[N:13]=1.[CH2:19]([NH2:27])[CH2:20][C:21]1[CH:26]=[CH:25][CH:24]=[CH:23][CH:22]=1. The catalyst is C(O)C. The product is [CH2:19]([N:27]1[C:10](=[O:18])[C:11]2[C:12](=[CH:14][CH:15]=[CH:16][CH:17]=2)[N:13]=[C:8]1[C:3]1[CH:4]=[CH:5][CH:6]=[CH:7][C:2]=1[NH:27][CH2:19][CH2:20][C:21]1[CH:26]=[CH:25][CH:24]=[CH:23][CH:22]=1)[CH2:20][C:21]1[CH:26]=[CH:25][CH:24]=[CH:23][CH:22]=1. The yield is 0.500.